From a dataset of Reaction yield outcomes from USPTO patents with 853,638 reactions. Predict the reaction yield, written as a fraction of the theoretical maximum amount of product (1.0 means a 100% yield; for example, 0.34 means a 34% yield). (1) The reactants are Cl.[NH2:2][C@@H:3]1[C:17](=[O:18])[N:16]2[CH2:19][C@H:20]([O:22][C:23]3[C:32]4[C:27](=[C:28]([Cl:35])[C:29]([O:33][CH3:34])=[CH:30][CH:31]=4)[N:26]=[C:25]([C:36]4[S:37][CH:38]=[C:39]([CH:41]5[CH2:43][CH2:42]5)[N:40]=4)[CH:24]=3)[CH2:21][C@H:15]2[C:14](=[O:44])[NH:13][C@:12]2([C:46]([NH:48][S:49]([CH:52]3[CH2:54][CH2:53]3)(=[O:51])=[O:50])=[O:47])[CH2:45][C@H:11]2[CH:10]=[CH:9][CH2:8][CH2:7][CH2:6][CH2:5][CH2:4]1.CCN(C(C)C)[CH:58]([CH3:60])[CH3:59].C1N=CN([C:69]([N:71]2[CH:75]=N[CH:73]=[CH:72]2)=[O:70])C=1. The catalyst is ClCCl.CN(C=O)C. The product is [Cl:35][C:28]1[C:29]([O:33][CH3:34])=[CH:30][CH:31]=[C:32]2[C:27]=1[N:26]=[C:25]([C:36]1[S:37][CH:38]=[C:39]([CH:41]3[CH2:43][CH2:42]3)[N:40]=1)[CH:24]=[C:23]2[O:22][C@H:20]1[CH2:19][N:16]2[C:17](=[O:18])[C@@H:3]([NH:2][C:69]([N:71]3[CH2:72][CH2:73][C:58](=[CH2:59])[CH2:60][CH2:75]3)=[O:70])[CH2:4][CH2:5][CH2:6][CH2:7][CH2:8][CH:9]=[CH:10][C@@H:11]3[CH2:45][C@@:12]3([C:46]([NH:48][S:49]([CH:52]3[CH2:53][CH2:54]3)(=[O:50])=[O:51])=[O:47])[NH:13][C:14](=[O:44])[C@@H:15]2[CH2:21]1. The yield is 0.490. (2) The reactants are [C:1]([O:5][C:6]([N:8]1[CH2:12][CH2:11][C@H:10]([C:13]([OH:15])=O)[CH2:9]1)=[O:7])([CH3:4])([CH3:3])[CH3:2].[CH3:16][C@H:17]1[CH2:21][CH2:20][CH2:19][NH:18]1.CN1CCOCC1.ON1C2C=CC=CC=2N=N1.CCN=C=NCCCN(C)C.Cl. The catalyst is C(Cl)Cl.CO. The product is [C:1]([O:5][C:6]([N:8]1[CH2:12][CH2:11][C@H:10]([C:13]([N:18]2[CH2:19][CH2:20][CH2:21][C@@H:17]2[CH3:16])=[O:15])[CH2:9]1)=[O:7])([CH3:2])([CH3:3])[CH3:4]. The yield is 1.00. (3) The catalyst is [Pd]. The product is [CH:18]1([NH:17][C:15](=[O:16])[C:14]2[CH:21]=[CH:22][C:11]([C:8]3[N:6]4[CH:7]=[CH:2][CH:3]=[C:4]([NH:23][CH2:24][CH:25]([CH3:26])[CH3:27])[C:5]4=[N:10][CH:9]=3)=[CH:12][CH:13]=2)[CH2:19][CH2:20]1. The yield is 0.103. The reactants are Cl[C:2]1[CH:3]=[C:4]([NH:23][CH2:24][CH:25]([CH3:27])[CH3:26])[C:5]2[N:6]([C:8]([C:11]3[CH:22]=[CH:21][C:14]([C:15]([NH:17][CH:18]4[CH2:20][CH2:19]4)=[O:16])=[CH:13][CH:12]=3)=[CH:9][N:10]=2)[CH:7]=1.[H][H]. (4) The reactants are [CH3:1][O:2][C:3]1[CH:8]=[C:7](F)[C:6]([CH3:10])=[CH:5][C:4]=1[N+:11]([O-:13])=[O:12].[NH:14]1[CH2:19][CH2:18][CH:17]([CH2:20][CH2:21][OH:22])[CH2:16][CH2:15]1.C([O-])([O-])=O.[K+].[K+].O. The catalyst is CS(C)=O. The product is [CH3:10][C:6]1[CH:5]=[C:4]([N+:11]([O-:13])=[O:12])[C:3]([O:2][CH3:1])=[CH:8][C:7]=1[N:14]1[CH2:19][CH2:18][CH:17]([CH2:20][CH2:21][OH:22])[CH2:16][CH2:15]1. The yield is 0.950. (5) The reactants are [Cl:1][C:2]1[CH:3]=[C:4]([CH:9]([N:12]2[C:21]3[C:16](=[CH:17][CH:18]=[C:19]([C:22]([F:25])([F:24])[F:23])[CH:20]=3)[NH:15][CH:14]([CH2:26][CH3:27])[CH2:13]2)[C:10]#[N:11])[CH:5]=[CH:6][C:7]=1[Cl:8].N1C=CC=CC=1.Cl[C:35]([O:37][CH2:38][CH3:39])=[O:36]. The catalyst is C(Cl)Cl. The product is [C:10]([CH:9]([C:4]1[CH:5]=[CH:6][C:7]([Cl:8])=[C:2]([Cl:1])[CH:3]=1)[N:12]1[C:21]2[C:16](=[CH:17][CH:18]=[C:19]([C:22]([F:25])([F:23])[F:24])[CH:20]=2)[N:15]([C:35]([O:37][CH2:38][CH3:39])=[O:36])[CH:14]([CH2:26][CH3:27])[CH2:13]1)#[N:11]. The yield is 0.200. (6) The product is [CH3:1][C@@H:2]([S:5]([C:8]([CH3:13])([CH3:12])[C:9]([NH:42][C:39]1[NH:38][C:37]([C:34]2[CH:35]=[CH:36][C:31]([O:30][CH3:29])=[CH:32][CH:33]=2)=[N:41][N:40]=1)=[O:11])(=[O:6])=[O:7])[CH2:3][CH3:4]. The reactants are [CH3:1][C@@H:2]([S:5]([C:8]([CH3:13])([CH3:12])[C:9]([OH:11])=O)(=[O:7])=[O:6])[CH2:3][CH3:4].C(Cl)(=O)C(Cl)=O.C(N(CC)C(C)C)(C)C.[CH3:29][O:30][C:31]1[CH:36]=[CH:35][C:34]([C:37]2[NH:38][C:39]([NH2:42])=[N:40][N:41]=2)=[CH:33][CH:32]=1. The catalyst is CN(C=O)C.C(Cl)Cl.C1COCC1. The yield is 0.130.